Dataset: Full USPTO retrosynthesis dataset with 1.9M reactions from patents (1976-2016). Task: Predict the reactants needed to synthesize the given product. The reactants are: Br[C:2]1[CH:7]=[CH:6][CH:5]=[C:4]([F:8])[CH:3]=1.[F:9][C:10]1[CH:11]=[C:12]([CH:15]=[CH:16][CH:17]=1)[CH:13]=[O:14].[Li]CCCC. Given the product [F:8][C:4]1[CH:3]=[C:2]([CH:13]([C:12]2[CH:15]=[CH:16][CH:17]=[C:10]([F:9])[CH:11]=2)[OH:14])[CH:7]=[CH:6][CH:5]=1, predict the reactants needed to synthesize it.